From a dataset of Full USPTO retrosynthesis dataset with 1.9M reactions from patents (1976-2016). Predict the reactants needed to synthesize the given product. Given the product [OH:12][C:11]1[C:10]([CH:7]([CH3:9])[CH3:8])=[C:16]([OH:17])[N:3]2[N:4]=[CH:5][N:6]=[C:2]2[N:1]=1, predict the reactants needed to synthesize it. The reactants are: [NH2:1][C:2]1[N:6]=[CH:5][NH:4][N:3]=1.[CH:7]([CH:10]([C:16](OCC)=[O:17])[C:11](OCC)=[O:12])([CH3:9])[CH3:8].C(N(CCCC)CCCC)CCC.